Dataset: Catalyst prediction with 721,799 reactions and 888 catalyst types from USPTO. Task: Predict which catalyst facilitates the given reaction. (1) Reactant: [CH3:1][O:2][C:3]([C@@H:5]([N:13]1[CH2:21][C:17]2[CH:18]=[CH:19][S:20][C:16]=2[CH2:15][CH2:14]1)[C:6]1[CH:7]=[CH:8][CH:9]=[CH:10][C:11]=1[Cl:12])=[O:4].[S:22](=[O:26])(=[O:25])([OH:24])[OH:23]. Product: [CH3:1][O:2][C:3]([C@@H:5]([N:13]1[CH2:21][C:17]2[CH:18]=[CH:19][S:20][C:16]=2[CH2:15][CH2:14]1)[C:6]1[C:11]([Cl:12])=[CH:10][CH:9]=[CH:8][CH:7]=1)=[O:4].[OH:25][S:22]([OH:26])(=[O:24])=[O:23]. The catalyst class is: 32. (2) Reactant: [C:1]1([C:7]2[O:8][C:9]([CH3:15])=[C:10]([C:12]([OH:14])=[O:13])[N:11]=2)[CH:6]=[CH:5][CH:4]=[CH:3][CH:2]=1.C(Cl)Cl.[C:19](Cl)(=O)[C:20](Cl)=O.C(N(CC)CC)C. Product: [CH2:19]([O:13][C:12]([C:10]1[N:11]=[C:7]([C:1]2[CH:2]=[CH:3][CH:4]=[CH:5][CH:6]=2)[O:8][C:9]=1[CH3:15])=[O:14])[CH3:20]. The catalyst class is: 3. (3) Reactant: [CH:1]1([NH:6][C:7]2[C:12]([CH:13]=O)=[CH:11][N:10]=[C:9]([S:15][CH3:16])[N:8]=2)[CH2:5][CH2:4][CH2:3][CH2:2]1.[CH2:17]([O:19][C:20]1[C:21]([F:28])=[C:22]([NH2:27])[C:23]([F:26])=[CH:24][CH:25]=1)[CH3:18].C12(CS(O)(=O)=O)C(C)(C)C(CC1)CC2=O. The catalyst class is: 11. Product: [CH:1]1([NH:6][C:7]2[C:12]([CH:13]=[N:27][C:22]3[C:23]([F:26])=[CH:24][CH:25]=[C:20]([O:19][CH2:17][CH3:18])[C:21]=3[F:28])=[CH:11][N:10]=[C:9]([S:15][CH3:16])[N:8]=2)[CH2:5][CH2:4][CH2:3][CH2:2]1.